This data is from Experimentally validated miRNA-target interactions with 360,000+ pairs, plus equal number of negative samples. The task is: Binary Classification. Given a miRNA mature sequence and a target amino acid sequence, predict their likelihood of interaction. (1) The miRNA is hsa-miR-6796-5p with sequence UUGUGGGGUUGGAGAGCUGGCUG. The protein sequence of the target gene is MAARVVLDEFTAPAEKAALLERSRGRIEALFGVGLAVLGALGAEEPLPARIWLQLRGAQEAVHSAKEYIKGICEPELEEKECYPKAMHCIFVGAQSLFLKSLIQDTCADLCVLDTGLLGIRGSAEAVVMARSHIQQFVKLFESNENLPSNQRESEIKREFRQFVEAHADSYTMDLLILPTSLKKELLSLTQGEESLFETDDDVITVGDVRPPEYTQSAATGPSSARDEVVVQEDSRNKARTPVSELTKHMDTVFSSSPDVLFVPVNGLSPDEDALSKDRVCHKRRSSDTEERHTKKQFSL.... Result: 0 (no interaction). (2) The miRNA is hsa-miR-584-5p with sequence UUAUGGUUUGCCUGGGACUGAG. The protein sequence of the target gene is MMSFVQCGTWFLLTLLHPSLILAQQSNVDELGCNYLGQSYESRDVWKPEPCQICVCDSGSVLCDDIMCDDEPLDCPNPEIPFGECCAICPQPSTPAPVIPDGNRPQGPKGDPGPPGIPGRNGDPGLPGQPGLPGPPGSPGICESCPTGGQNYSPQFDSYDVKSGVGGMGGYPGPAGPPGPPGPPGSSGHPGSPGSPGYQGPPGEPGQAGPAGPPGPPGAIGPSGPAGKDGESGRPGRPGERGLPGPPGIKGPAGIPGFPGMKGHRGFDGRNGEKGETGAPGLKGENGLPGDNGAPGPMGP.... Result: 0 (no interaction). (3) The miRNA is dme-miR-79-3p with sequence UAAAGCUAGAUUACCAAAGCAU. The protein sequence of the target gene is MSTRSVSSSSYRRMFGGSGTSSRPSSNRSYVTTSTRTYSLGSALRPSTSRSLYSSSPGGAYVTRSSAVRLRSSVPGVRLLQDSVDFSLADAINTEFKNTRTNEKVELQELNDRFANYIDKVRFLEQQNKILLAELEQLKGQGKSRLGDLYEEEMRELRRQVDQLTNDKARVEVERDNLAEDIMRLREKLQEEMLQREEAESTLQSFRQDVDNASLARLDLERKVESLQEEIAFLKKLHDEEIQELQAQIQEQHVQIDVDVSKPDLTAALRDVRQQYESVAAKNLQEAEEWYKSKFADLSE.... Result: 0 (no interaction). (4) The miRNA is dme-miR-2c-3p with sequence UAUCACAGCCAGCUUUGAUGGGC. The protein sequence of the target gene is MSASNVSLLHETSRQVAAGGSAGLVEICLMHPLDVVKTRFQVQRSVTDPQSYRTVRGSFQMIFRTEGLFGFYKGIIPPILAETPKRAVKFSTFELYKKFLGYMSLSPGLTFLIAGLGSGLTEAVVVNPFEVVKVGLQVNRNLFKEQPSTFAYARQIIKKEGLGFQGLNKGLTATLGRHGIFNMVYFGFYHNVKNIIPSSKDPTLEFLRKFGIGFVSGTMGSVFNIPFDVAKSRIQGPQPVPGEIKYRSCFKTMEMIYREEGILALYKGLVPKVMRLGPGGGVMLLVYEYTYAWLQENW. Result: 0 (no interaction). (5) The miRNA is hsa-miR-6084 with sequence UUCCGCCAGUCGGUGGCCGG. The protein sequence of the target gene is MCPGNWLWASMTFMARFSRGSSRSPVRTRGSLEEMPSVHHPFLNVFELERLLYTGKTACNHADEVWPGLYLGDQDMANNRRELRRLGITHVLNASHNRWRGTPEAYEGLGIRYLGVEAHDSPAFDMSIHFQTAADFIHRALSQPGGKILVHCAVGVSRSATLVLAYLMLYHHFTLVEAIKKVKDHRGITPNRGFLRQLLALDRRLRQGLEA. Result: 0 (no interaction).